Dataset: Full USPTO retrosynthesis dataset with 1.9M reactions from patents (1976-2016). Task: Predict the reactants needed to synthesize the given product. (1) Given the product [N:29]1([CH2:28][C:19]2[C:20]([C:24]([F:25])([F:27])[F:26])=[CH:21][CH:22]=[C:23]3[C:18]=2[CH2:17][CH2:16][C@H:15]3[O:14][C:12]2[CH:11]=[CH:10][C:9]3[C@H:5]([CH2:4][C:3]([OH:35])=[O:2])[CH2:6][O:7][C:8]=3[CH:13]=2)[CH2:34][CH2:33][O:32][CH2:31][CH2:30]1, predict the reactants needed to synthesize it. The reactants are: C[O:2][C:3](=[O:35])[CH2:4][C@H:5]1[C:9]2[CH:10]=[CH:11][C:12]([O:14][C@H:15]3[C:23]4[C:18](=[C:19]([CH2:28][N:29]5[CH2:34][CH2:33][O:32][CH2:31][CH2:30]5)[C:20]([C:24]([F:27])([F:26])[F:25])=[CH:21][CH:22]=4)[CH2:17][CH2:16]3)=[CH:13][C:8]=2[O:7][CH2:6]1.[OH-].[Na+]. (2) Given the product [O:9]1[C:13]2[CH:14]=[CH:15][C:16]([C:18]3[NH:1][C:2]4[N:6]([N:5]=[CH:4][C:3]=4[C:7]#[N:8])[C:20](=[O:21])[CH:19]=3)=[CH:17][C:12]=2[CH:11]=[CH:10]1, predict the reactants needed to synthesize it. The reactants are: [NH2:1][C:2]1[NH:6][N:5]=[CH:4][C:3]=1[C:7]#[N:8].[O:9]1[C:13]2[CH:14]=[CH:15][C:16]([C:18](=O)[CH2:19][C:20](OCC)=[O:21])=[CH:17][C:12]=2[CH:11]=[CH:10]1. (3) Given the product [F:37][C:28]1[CH:29]=[C:30]([C:33]([F:35])([F:36])[F:34])[CH:31]=[CH:32][C:27]=1[NH:26][C:14]([NH:7][C:6]1[CH:8]=[C:2]([F:1])[CH:3]=[C:4]([C:9]#[N:10])[CH:5]=1)=[O:13], predict the reactants needed to synthesize it. The reactants are: [F:1][C:2]1[CH:3]=[C:4]([C:9]#[N:10])[CH:5]=[C:6]([CH:8]=1)[NH2:7].O=C(Cl)[O:13][C:14](Cl)(Cl)Cl.C(N(CC)CC)C.[NH2:26][C:27]1[CH:32]=[CH:31][C:30]([C:33]([F:36])([F:35])[F:34])=[CH:29][C:28]=1[F:37]. (4) The reactants are: [Cl:1][C:2]1[C:3]([NH:8][C@@H:9]2[CH2:14][CH2:13][CH2:12][N:11]([C:15]([O:17][C:18]([CH3:21])([CH3:20])[CH3:19])=[O:16])[CH2:10]2)=[N:4][CH:5]=[CH:6][CH:7]=1.C[Si]([N-][Si](C)(C)C)(C)C.[Li+].[Br:32][C:33]1[CH:41]=[CH:40][C:36]([C:37](Cl)=[O:38])=[CH:35][CH:34]=1.CO. Given the product [Br:32][C:33]1[CH:41]=[CH:40][C:36]([C:37]([N:8]([C:3]2[C:2]([Cl:1])=[CH:7][CH:6]=[CH:5][N:4]=2)[C@@H:9]2[CH2:14][CH2:13][CH2:12][N:11]([C:15]([O:17][C:18]([CH3:21])([CH3:20])[CH3:19])=[O:16])[CH2:10]2)=[O:38])=[CH:35][CH:34]=1, predict the reactants needed to synthesize it. (5) Given the product [CH3:1][O:2][N:3]([CH3:14])[C:4](=[O:13])[C:5]1[CH:10]=[CH:9][C:8]([F:11])=[CH:7][C:6]=1[NH:12][CH2:15][CH3:16], predict the reactants needed to synthesize it. The reactants are: [CH3:1][O:2][N:3]([CH3:14])[C:4](=[O:13])[C:5]1[CH:10]=[CH:9][C:8]([F:11])=[CH:7][C:6]=1[NH2:12].[CH:15](=O)[CH3:16].CC(O)=O.C(O[BH-](OC(=O)C)OC(=O)C)(=O)C.[Na+].